From a dataset of Serine/threonine kinase 33 screen with 319,792 compounds. Binary Classification. Given a drug SMILES string, predict its activity (active/inactive) in a high-throughput screening assay against a specified biological target. (1) The drug is O(c1cc2nc(NC3=NC(C=C(N3)C)(C)C)nc(c2cc1)C)CC. The result is 0 (inactive). (2) The molecule is O=C(Nc1cc(OC)c(OC)cc1)c1ccc(CN2CCc3c(C2)cccc3)cc1. The result is 0 (inactive).